This data is from Experimentally validated miRNA-target interactions with 360,000+ pairs, plus equal number of negative samples. The task is: Binary Classification. Given a miRNA mature sequence and a target amino acid sequence, predict their likelihood of interaction. (1) The miRNA is hsa-miR-550a-3p with sequence UGUCUUACUCCCUCAGGCACAU. The protein sequence of the target gene is MQQRGLAIVALAVCAALHASEAILPIASSCCTEVSHHISRRLLERVNMCRIQRADGDCDLAAVILHVKRRRICVSPHNHTVKQWMKVQAAKKNGKGNVCHRKKHHGKRNSNRAHQGKHETYGHKTPY. Result: 0 (no interaction). (2) Result: 0 (no interaction). The protein sequence of the target gene is MGLLSDPVRRRALARLVLRLNAPLCVLSYVAGIAWFLALVFPPLTQRTYMSENAMGSTMVEEQFAGGDRARAFARDFAAHRKKSGALPVAWLERTMRSVGLEVYTQSFSRKLPFPDETHERYMVSGTNVYGILRAPRAASTESLVLTVPCGSDSTNSQAVGLLLALAAHFRGQIYWAKDIVFLVTEHDLLGTEAWLEAYHDVNVTGMQSSPLQGRAGAIQAAVALELSSDVVTSLDVAVEGLNGQLPNLDLLNLFQTFCQKGGLLCTLQGKLQPEDWTSLDGPLQGLQTLLLMVLRQASG.... The miRNA is hsa-miR-2276-3p with sequence UCUGCAAGUGUCAGAGGCGAGG. (3) The miRNA is mmu-miR-883a-5p with sequence UGCUGAGAGAAGUAGCAGUUAC. The protein sequence of the target gene is MPAFPTLDLDGKLGKMDRVVLGWTAVFWLTAMVEGLQVTVPDKKKVAMLFQPTVLRCHFSTSSHQPAVVQWKFKSYCQDRMGESLGMSSPRAQALSKRNLEWDPYLDCLDSRRTVRVVASKQGSTVTLGDFYRGREITIVHDADLQIGKLMWGDSGLYYCIITTPDDLEGKNEDSVELLVLGRTGLLADLLPSFAVEIMPEWVFVGLVILGIFLFFVLVGICWCQCCPHSCCCYVRCPCCPDSCCCPQALYEAGKAAKAGYPPSVSGVPGPYSIPSVPLGGAPSSGMLMDKPHPPPLAPS.... Result: 0 (no interaction). (4) The miRNA is hsa-miR-4767 with sequence CGCGGGCGCUCCUGGCCGCCGCC. The protein sequence of the target gene is MASSSTETQLQRIIRDLQDAATELSHEFKEGGEPITDDSTSLHKFSYKLEYLLQFDQKEKASLLGSKKDYWDYFCACLAKVKGANDGIRFVRSISELRTSLGKGRAFIRYSLVHQRLADTLQQCFMNTKVTSDWYYARSPFLKPKLSSDIVGQLYELTEVQFDLAPRGYDLDAAWPTFARRTLATSTSAYMWKPPSRSSSMSSLVSNYLQTQEMASSLDLNCSLNNEALESFDEMRLELDQLEVREKQLQERVQQLDRENQALRMLVSRQGGQLQVEKEMGYLAVEDSIGLVSLVAELQK.... Result: 0 (no interaction).